The task is: Predict the product of the given reaction.. This data is from Forward reaction prediction with 1.9M reactions from USPTO patents (1976-2016). Given the reactants [CH:1]([NH3+:4])([CH3:3])[CH3:2].[S:5](=[O:9])(=[O:8])([OH:7])[OH:6], predict the reaction product. The product is: [S:5]([O-:9])([O-:8])(=[O:7])=[O:6].[CH:1]([NH3+:4])([CH3:3])[CH3:2].[CH:1]([NH3+:4])([CH3:3])[CH3:2].